This data is from Forward reaction prediction with 1.9M reactions from USPTO patents (1976-2016). The task is: Predict the product of the given reaction. Given the reactants C1N=[CH:4][N:3](C(N2C=NC=C2)=O)[CH:2]=1.[CH3:13][O:14][C:15]1[CH:16]=[C:17]2[C:21](=[CH:22][CH:23]=1)[NH:20][C:19]([C:24]([OH:26])=O)=[CH:18]2.CNC.O, predict the reaction product. The product is: [CH3:2][N:3]([CH3:4])[C:24]([C:19]1[NH:20][C:21]2[C:17]([CH:18]=1)=[CH:16][C:15]([O:14][CH3:13])=[CH:23][CH:22]=2)=[O:26].